From a dataset of Reaction yield outcomes from USPTO patents with 853,638 reactions. Predict the reaction yield, written as a fraction of the theoretical maximum amount of product (1.0 means a 100% yield; for example, 0.34 means a 34% yield). The reactants are [Br:1][C:2]1[C:3]([CH3:12])=[C:4]([CH:9]=[CH:10][CH:11]=1)[C:5]([O:7][CH3:8])=[O:6].S(OOS([O-])(=O)=O)([O-])(=O)=[O:14].[K+].[K+]. The catalyst is FC(F)(F)C(O)=O.FC(F)(F)C(OC(=O)C(F)(F)F)=O.CC1C=CC(C(C)C)=CC=1.CC1C=CC(C(C)C)=CC=1.Cl[Ru]Cl.Cl[Ru]Cl. The product is [Br:1][C:2]1[C:3]([CH3:12])=[C:4]([C:9]([OH:14])=[CH:10][CH:11]=1)[C:5]([O:7][CH3:8])=[O:6]. The yield is 0.750.